This data is from Reaction yield outcomes from USPTO patents with 853,638 reactions. The task is: Predict the reaction yield, written as a fraction of the theoretical maximum amount of product (1.0 means a 100% yield; for example, 0.34 means a 34% yield). (1) The reactants are C(OC(N1CC[C@H](O)C1)=O)(C)(C)C.[N+](C1C=CC(S(Cl)(=O)=O)=CC=1)([O-])=O.[N+:27]([C:30]1[CH:35]=[CH:34][C:33]([S:36]([O:39][CH:40]2[CH2:45]C[CH2:43][N:42]([C:46]([O:48][C:49]([CH3:52])([CH3:51])[CH3:50])=[O:47])[CH2:41]2)(=[O:38])=[O:37])=[CH:32][CH:31]=1)([O-:29])=[O:28]. No catalyst specified. The product is [N+:27]([C:30]1[CH:35]=[CH:34][C:33]([S:36]([O:39][C@H:40]2[CH2:45][CH2:43][N:42]([C:46]([O:48][C:49]([CH3:51])([CH3:52])[CH3:50])=[O:47])[CH2:41]2)(=[O:37])=[O:38])=[CH:32][CH:31]=1)([O-:29])=[O:28]. The yield is 0.670. (2) The reactants are [CH2:1]([N:8]([CH2:15][C:16]1[C:21](Cl)=[N:20][C:19]([N:23]2[CH2:27][CH2:26][CH2:25][CH:24]2[CH2:28][O:29][CH3:30])=[CH:18][N:17]=1)[CH2:9][C@@H:10]([OH:14])[CH2:11][O:12][CH3:13])[C:2]1[CH:7]=[CH:6][CH:5]=[CH:4][CH:3]=1.CC(C)([O-])C.[K+].O. The catalyst is CN(C=O)C. The product is [CH2:1]([N:8]1[CH2:15][C:16]2[N:17]=[CH:18][C:19]([N:23]3[CH2:27][CH2:26][CH2:25][CH:24]3[CH2:28][O:29][CH3:30])=[N:20][C:21]=2[O:14][C@@H:10]([CH2:11][O:12][CH3:13])[CH2:9]1)[C:2]1[CH:7]=[CH:6][CH:5]=[CH:4][CH:3]=1. The yield is 0.880.